Dataset: Reaction yield outcomes from USPTO patents with 853,638 reactions. Task: Predict the reaction yield, written as a fraction of the theoretical maximum amount of product (1.0 means a 100% yield; for example, 0.34 means a 34% yield). (1) The reactants are [C:1]([C:5]1[C:6]([O:17][CH3:18])=[C:7]([CH:10]=[C:11]([C:13]([CH3:16])([CH3:15])[CH3:14])[CH:12]=1)[CH:8]=[O:9])([CH3:4])([CH3:3])[CH3:2].Cl.[C:20]([O:23][CH2:24][CH3:25])(=[O:22])[CH3:21]. The catalyst is O1CCCC1. The product is [C:1]([C:5]1[C:6]([O:17][CH3:18])=[C:7]([CH:8]([OH:9])[CH2:21][C:20]([O:23][CH2:24][CH3:25])=[O:22])[CH:10]=[C:11]([C:13]([CH3:16])([CH3:15])[CH3:14])[CH:12]=1)([CH3:4])([CH3:2])[CH3:3]. The yield is 0.860. (2) The reactants are [CH3:1][C@H:2]1[CH2:6][CH2:5][CH2:4][N:3]1[C:7]1[C:8](=O)[NH:9][C:10]2[C:15]([N:16]=1)=[CH:14][C:13]([C:17]([O:19][CH3:20])=[O:18])=[CH:12][CH:11]=2.P(Cl)(Cl)([Cl:24])=O. No catalyst specified. The product is [Cl:24][C:8]1[C:7]([N:3]2[CH2:4][CH2:5][CH2:6][C@@H:2]2[CH3:1])=[N:16][C:15]2[C:10](=[CH:11][CH:12]=[C:13]([C:17]([O:19][CH3:20])=[O:18])[CH:14]=2)[N:9]=1. The yield is 0.800. (3) The reactants are [F:1][C:2]1[CH:7]=[CH:6][CH:5]=[CH:4][C:3]=1[C:8]1[N:9]=[N:10][N:11]([CH3:24])[C:12]=1[CH2:13][O:14][C:15]1[CH:23]=[CH:22][C:18]([C:19]([OH:21])=O)=[CH:17][N:16]=1.[NH2:25][N:26]1[CH2:31][CH2:30][O:29][CH2:28][CH2:27]1. No catalyst specified. The product is [F:1][C:2]1[CH:7]=[CH:6][CH:5]=[CH:4][C:3]=1[C:8]1[N:9]=[N:10][N:11]([CH3:24])[C:12]=1[CH2:13][O:14][C:15]1[CH:23]=[CH:22][C:18]([C:19]([NH:25][N:26]2[CH2:31][CH2:30][O:29][CH2:28][CH2:27]2)=[O:21])=[CH:17][N:16]=1. The yield is 0.720. (4) The reactants are [Cl:1][C:2]1[C:7]([C:8]2[N:9]=[C:10]([CH:20]3[CH2:25][CH2:24][O:23][CH2:22][CH2:21]3)[S:11][C:12]=2[C:13]2[CH:18]=[CH:17][N:16]=[C:15](Cl)[N:14]=2)=[CH:6][CH:5]=[CH:4][C:3]=1[NH:26][S:27]([C:30]1[C:35]([F:36])=[CH:34][CH:33]=[CH:32][C:31]=1[F:37])(=[O:29])=[O:28].C([O-])=O.[NH4+]. The catalyst is CCOC(C)=O.CO.[OH-].[OH-].[Pd+2]. The product is [Cl:1][C:2]1[C:7]([C:8]2[N:9]=[C:10]([CH:20]3[CH2:25][CH2:24][O:23][CH2:22][CH2:21]3)[S:11][C:12]=2[C:13]2[CH:18]=[CH:17][N:16]=[CH:15][N:14]=2)=[CH:6][CH:5]=[CH:4][C:3]=1[NH:26][S:27]([C:30]1[C:35]([F:36])=[CH:34][CH:33]=[CH:32][C:31]=1[F:37])(=[O:28])=[O:29]. The yield is 0.383. (5) The product is [Br:16][C:17]1[CH:18]=[CH:19][C:20]([C@@H:23]2[CH2:25][C@H:24]2[C:26]([N:10]2[CH2:9][C@H:8]([CH2:11][CH:12]([CH3:14])[CH3:13])[NH:7][C:6](=[O:15])[C@@H:5]2[CH2:1][CH:2]([CH3:4])[CH3:3])=[O:27])=[CH:21][CH:22]=1. No catalyst specified. The yield is 0.770. The reactants are [CH2:1]([C@@H:5]1[NH:10][CH2:9][C@H:8]([CH2:11][CH:12]([CH3:14])[CH3:13])[NH:7][C:6]1=[O:15])[CH:2]([CH3:4])[CH3:3].[Br:16][C:17]1[CH:22]=[CH:21][C:20]([C@@H:23]2[CH2:25][C@H:24]2[C:26](O)=[O:27])=[CH:19][CH:18]=1.C([C@@H]1N(C([C@@H]2C[C@H]2C2C=CC=CC=2)=O)C[C@H](CC(C)C)NC1=O)C(C)C. (6) The reactants are O=[O+][O-].[O:4]=O.[C:6]([O:10][C:11](=[O:26])[N:12]([CH2:16][C:17]1[CH:22]=[C:21]([CH:23]=C)[CH:20]=[CH:19][C:18]=1[Cl:25])[CH:13]1[CH2:15][CH2:14]1)([CH3:9])([CH3:8])[CH3:7]. The catalyst is C(Cl)Cl.CO. The product is [C:6]([O:10][C:11](=[O:26])[N:12]([CH2:16][C:17]1[CH:22]=[C:21]([CH:23]=[O:4])[CH:20]=[CH:19][C:18]=1[Cl:25])[CH:13]1[CH2:15][CH2:14]1)([CH3:9])([CH3:8])[CH3:7]. The yield is 1.00.